From a dataset of Full USPTO retrosynthesis dataset with 1.9M reactions from patents (1976-2016). Predict the reactants needed to synthesize the given product. (1) Given the product [Cl-:26].[C:22]1([CH3:25])[CH:23]=[CH:24][C:19]([I+:18][C:19]2[CH:24]=[CH:23][C:22]([CH3:25])=[CH:21][CH:20]=2)=[CH:20][CH:21]=1, predict the reactants needed to synthesize it. The reactants are: S(=O)(=O)(O)O.S(OOS([O-])(=O)=O)([O-])(=O)=O.[NH4+].[NH4+].[I:18][C:19]1[CH:24]=[CH:23][C:22]([CH3:25])=[CH:21][CH:20]=1.[Cl-:26].[Na+]. (2) Given the product [Cl:1][C:2]1[CH:24]=[CH:23][C:5]([CH2:6][NH:7][C:8]([C:10]2[C:11](=[O:22])[C:12]3[CH:19]=[C:18]([CH2:20][N:26]4[CH2:31][CH2:30][O:29][CH2:28][C@@H:27]4[C@@H:32]([OH:33])[C:34]4[CH:39]=[CH:38][CH:37]=[CH:36][CH:35]=4)[S:17][C:13]=3[N:14]([CH3:16])[CH:15]=2)=[O:9])=[CH:4][CH:3]=1, predict the reactants needed to synthesize it. The reactants are: [Cl:1][C:2]1[CH:24]=[CH:23][C:5]([CH2:6][NH:7][C:8]([C:10]2[C:11](=[O:22])[C:12]3[CH:19]=[C:18]([CH2:20]Cl)[S:17][C:13]=3[N:14]([CH3:16])[CH:15]=2)=[O:9])=[CH:4][CH:3]=1.Cl.[NH:26]1[CH2:31][CH2:30][O:29][CH2:28][C@@H:27]1[C@H:32]([C:34]1[CH:39]=[CH:38][CH:37]=[CH:36][CH:35]=1)[OH:33].C(N(C(C)C)CC)(C)C.C(OCC)(=O)C. (3) Given the product [CH2:30]([O:32][C:33](=[O:36])[CH2:34][NH:35][C:16](=[O:17])[C:15]1[CH:19]=[CH:20][C:12]([S:9](=[O:10])(=[O:11])[NH:8][C:6]2[CH:7]=[C:2]([F:1])[CH:3]=[CH:4][C:5]=2[O:21][C:22]2[CH:27]=[CH:26][C:25]([F:28])=[CH:24][CH:23]=2)=[CH:13][CH:14]=1)[CH3:31], predict the reactants needed to synthesize it. The reactants are: [F:1][C:2]1[CH:3]=[CH:4][C:5]([O:21][C:22]2[CH:27]=[CH:26][C:25]([F:28])=[CH:24][CH:23]=2)=[C:6]([NH:8][S:9]([C:12]2[CH:20]=[CH:19][C:15]([C:16](O)=[O:17])=[CH:14][CH:13]=2)(=[O:11])=[O:10])[CH:7]=1.Cl.[CH2:30]([O:32][C:33](=[O:36])[CH2:34][NH2:35])[CH3:31]. (4) Given the product [CH2:1]([N:8]([C:9]1[CH:14]=[CH:13][CH:12]=[C:11]([N+:15]([O-:17])=[O:16])[C:10]=1[CH3:18])[CH2:19][C:20]1[CH:33]=[CH:32][C:23]([O:24][C:25]2[CH:30]=[CH:29][CH:28]=[C:27]([O:31][CH2:42][CH2:41][O:40][CH:35]3[CH2:36][CH2:37][CH2:38][CH2:39][O:34]3)[CH:26]=2)=[CH:22][CH:21]=1)[C:2]1[CH:3]=[CH:4][CH:5]=[CH:6][CH:7]=1, predict the reactants needed to synthesize it. The reactants are: [CH2:1]([N:8]([CH2:19][C:20]1[CH:33]=[CH:32][C:23]([O:24][C:25]2[CH:26]=[C:27]([OH:31])[CH:28]=[CH:29][CH:30]=2)=[CH:22][CH:21]=1)[C:9]1[CH:14]=[CH:13][CH:12]=[C:11]([N+:15]([O-:17])=[O:16])[C:10]=1[CH3:18])[C:2]1[CH:7]=[CH:6][CH:5]=[CH:4][CH:3]=1.[O:34]1[CH2:39][CH2:38][CH2:37][CH2:36][CH:35]1[O:40][CH2:41][CH2:42]O. (5) Given the product [CH3:27][N:25]1[CH:26]=[C:22]([C:21]2[C:15]3[C:16](=[N:17][CH:18]=[C:13]([CH2:12][CH2:11][CH2:10][CH2:9][OH:8])[CH:14]=3)[N:19]([S:28]([C:31]3[CH:36]=[CH:35][CH:34]=[CH:33][CH:32]=3)(=[O:29])=[O:30])[CH:20]=2)[CH:23]=[N:24]1, predict the reactants needed to synthesize it. The reactants are: [Si]([O:8][CH2:9][CH2:10]/[CH:11]=[CH:12]/[C:13]1[CH:14]=[C:15]2[C:21]([C:22]3[CH:23]=[N:24][N:25]([CH3:27])[CH:26]=3)=[CH:20][N:19]([S:28]([C:31]3[CH:36]=[CH:35][CH:34]=[CH:33][CH:32]=3)(=[O:30])=[O:29])[C:16]2=[N:17][CH:18]=1)(C(C)(C)C)(C)C.